From a dataset of Full USPTO retrosynthesis dataset with 1.9M reactions from patents (1976-2016). Predict the reactants needed to synthesize the given product. (1) Given the product [C:33]([C:30]1[CH:31]=[CH:32][C:27]([CH2:5][C:6]2[CH:11]=[CH:10][C:9]([O:12][C:13]3[C:22]4[C:17](=[CH:18][C:19]([O:25][CH3:26])=[C:20]([O:23][CH3:24])[CH:21]=4)[N:16]=[CH:15][CH:14]=3)=[CH:8][CH:7]=2)=[CH:28][CH:29]=1)([CH3:36])([CH3:34])[CH3:35], predict the reactants needed to synthesize it. The reactants are: C(O[CH:5]([C:27]1[CH:32]=[CH:31][C:30]([C:33]([CH3:36])([CH3:35])[CH3:34])=[CH:29][CH:28]=1)[C:6]1[CH:11]=[CH:10][C:9]([O:12][C:13]2[C:22]3[C:17](=[CH:18][C:19]([O:25][CH3:26])=[C:20]([O:23][CH3:24])[CH:21]=3)[N:16]=[CH:15][CH:14]=2)=[CH:8][CH:7]=1)(=O)C.C(N(CC)CC)C.[H][H]. (2) Given the product [OH:4][C:5]1[CH:6]=[CH:7][C:8]([C:11]([O:13][C@H:14]([CH3:21])[CH2:15][CH:16]([CH2:19][CH3:20])[CH2:17][CH3:18])=[O:12])=[CH:9][CH:10]=1, predict the reactants needed to synthesize it. The reactants are: C([O:4][C:5]1[CH:10]=[CH:9][C:8]([C:11]([O:13][C@H:14]([CH3:21])[CH2:15][CH:16]([CH2:19][CH3:20])[CH2:17][CH3:18])=[O:12])=[CH:7][CH:6]=1)(=O)C.CO.CN. (3) Given the product [CH3:10][C:3]1[CH:4]=[C:5]([O:8][CH3:9])[CH:6]=[CH:7][C:2]=1[B:16]([OH:19])[OH:17], predict the reactants needed to synthesize it. The reactants are: Br[C:2]1[CH:7]=[CH:6][C:5]([O:8][CH3:9])=[CH:4][C:3]=1[CH3:10].[Li]CCCC.[B:16](OC)([O:19]C)[O:17]C. (4) Given the product [NH2:3][C:4]1[C:13]([N+:14]([O-:16])=[O:15])=[C:12]2[C:7]([C:8]([CH3:20])([CH3:19])[C:9](=[O:18])[NH:10][C:11]2=[O:17])=[CH:6][C:5]=1[Br:1], predict the reactants needed to synthesize it. The reactants are: [Br:1]Br.[NH2:3][C:4]1[C:13]([N+:14]([O-:16])=[O:15])=[C:12]2[C:7]([C:8]([CH3:20])([CH3:19])[C:9](=[O:18])[NH:10][C:11]2=[O:17])=[CH:6][CH:5]=1. (5) Given the product [Br-:1].[C:31]1([C:24]2([C:22]([O:21][C@@H:15]3[CH:16]4[CH2:19][CH2:20][N+:13]([CH2:2][CH2:3][NH:4][C:5]([C:7]5[CH:12]=[N:11][CH:10]=[CH:9][N:8]=5)=[O:6])([CH2:18][CH2:17]4)[CH2:14]3)=[O:23])[CH2:30][CH2:29][CH2:28][CH2:27][CH2:26][CH2:25]2)[CH:32]=[CH:33][CH:34]=[CH:35][CH:36]=1, predict the reactants needed to synthesize it. The reactants are: [Br:1][CH2:2][CH2:3][NH:4][C:5]([C:7]1[CH:12]=[N:11][CH:10]=[CH:9][N:8]=1)=[O:6].[N:13]12[CH2:20][CH2:19][CH:16]([CH2:17][CH2:18]1)[C@@H:15]([O:21][C:22]([C:24]1([C:31]3[CH:36]=[CH:35][CH:34]=[CH:33][CH:32]=3)[CH2:30][CH2:29][CH2:28][CH2:27][CH2:26][CH2:25]1)=[O:23])[CH2:14]2. (6) Given the product [CH3:7][O:8][C:9]1[C:14]([O:15][CH3:16])=[CH:13][CH:12]=[CH:11][C:10]=1[CH:17]([CH:19]1[CH2:20][CH2:21][N:22]([CH2:25][CH2:26][C:27]2[CH:32]=[CH:31][C:30]([F:33])=[CH:29][CH:28]=2)[CH2:23][CH2:24]1)[OH:18], predict the reactants needed to synthesize it. The reactants are: O.S(=O)(=O)(O)O.[CH3:7][O:8][C:9]1[C:14]([O:15][CH3:16])=[CH:13][CH:12]=[CH:11][C:10]=1[C@H:17]([CH:19]1[CH2:24][CH2:23][N:22]([CH2:25][CH2:26][C:27]2[CH:32]=[CH:31][C:30]([F:33])=[CH:29][CH:28]=2)[CH2:21][CH2:20]1)[OH:18].[OH-].[Na+]. (7) The reactants are: CO[C:3]([C:5]1[C:10]([O:11][CH2:12][C:13]2[CH:18]=[CH:17][CH:16]=[CH:15][CH:14]=2)=[C:9]([O:19][CH3:20])[CH:8]=[C:7]([S:21][CH3:22])[N:6]=1)=[O:4].[OH-].[Na+].[F:25][C:26]1[CH:33]=[CH:32][C:29]([CH2:30][NH2:31])=[CH:28][CH:27]=1.CN(C(ON1N=NC2C=CC=NC1=2)=[N+](C)C)C.F[P-](F)(F)(F)(F)F. Given the product [F:25][C:26]1[CH:33]=[CH:32][C:29]([CH2:30][NH:31][C:3]([C:5]2[C:10]([O:11][CH2:12][C:13]3[CH:14]=[CH:15][CH:16]=[CH:17][CH:18]=3)=[C:9]([O:19][CH3:20])[CH:8]=[C:7]([S:21][CH3:22])[N:6]=2)=[O:4])=[CH:28][CH:27]=1, predict the reactants needed to synthesize it.